This data is from Reaction yield outcomes from USPTO patents with 853,638 reactions. The task is: Predict the reaction yield, written as a fraction of the theoretical maximum amount of product (1.0 means a 100% yield; for example, 0.34 means a 34% yield). The reactants are [F:1][C:2]1([F:23])[CH2:13]C=C[CH2:10][C@@H:9](C)[C:8](=[O:15])[O:7][CH2:6][C@@H:5]([C:16]2[CH:21]=[CH:20][CH:19]=[CH:18][CH:17]=2)[NH:4][C:3]1=[O:22].[CH3:24][C:25]([OH:28])([CH3:27])C.C1C[O:32]CC1.O.C[N+]1([O-])CCOCC1.S([O-])([O-])=O.[Na+].[Na+]. The catalyst is CCOC(C)=O.O.O=[Os](=O)(=O)=O. The product is [F:1][C:2]1([F:23])[CH2:13][C@H:24]([OH:32])[C@@H:25]([OH:28])[CH2:27][C@@H:9]([CH3:10])[C:8](=[O:15])[O:7][CH2:6][C@@H:5]([C:16]2[CH:21]=[CH:20][CH:19]=[CH:18][CH:17]=2)[NH:4][C:3]1=[O:22]. The yield is 0.420.